Dataset: Reaction yield outcomes from USPTO patents with 853,638 reactions. Task: Predict the reaction yield, written as a fraction of the theoretical maximum amount of product (1.0 means a 100% yield; for example, 0.34 means a 34% yield). (1) The reactants are Cl.[CH3:2][O:3][C:4]1[CH:5]=[C:6]2[C:11](=[C:12]3[CH2:16][C:15]([CH3:18])([CH3:17])[O:14][C:13]=13)[C:10]([C:19]1[CH:20]=[C:21]([CH:25]=[CH:26][CH:27]=1)[C:22](O)=[O:23])=[N:9][C:8]([CH3:29])([CH3:28])[CH2:7]2.S(Cl)(Cl)=O.[NH2:34][C:35]1[C:40]([Cl:41])=[CH:39][N:38]=[CH:37][C:36]=1[Cl:42].[H-].[Na+]. The catalyst is CN(C)C=O. The product is [Cl:42][C:36]1[CH:37]=[N:38][CH:39]=[C:40]([Cl:41])[C:35]=1[NH:34][C:22](=[O:23])[C:21]1[CH:25]=[CH:26][CH:27]=[C:19]([C:10]2[C:11]3[C:6](=[CH:5][C:4]([O:3][CH3:2])=[C:13]4[O:14][C:15]([CH3:18])([CH3:17])[CH2:16][C:12]4=3)[CH2:7][C:8]([CH3:28])([CH3:29])[N:9]=2)[CH:20]=1. The yield is 0.220. (2) The reactants are Cl.[N:2]1([CH2:8][C:9]([OH:11])=O)[CH2:7][CH2:6][O:5][CH2:4][CH2:3]1.[NH2:12][C@@H:13]([CH2:31][O:32][CH2:33][C:34]1[CH:39]=[CH:38][CH:37]=[CH:36][CH:35]=1)[C:14]([NH:16][C:17]1[CH:22]=[CH:21][C:20]([O:23][C:24]2[CH:29]=[CH:28][C:27]([F:30])=[CH:26][CH:25]=2)=[CH:19][CH:18]=1)=[O:15]. No catalyst specified. The product is [CH2:33]([O:32][CH2:31][C@H:13]([NH:12][C:9](=[O:11])[CH2:8][N:2]1[CH2:3][CH2:4][O:5][CH2:6][CH2:7]1)[C:14]([NH:16][C:17]1[CH:22]=[CH:21][C:20]([O:23][C:24]2[CH:29]=[CH:28][C:27]([F:30])=[CH:26][CH:25]=2)=[CH:19][CH:18]=1)=[O:15])[C:34]1[CH:39]=[CH:38][CH:37]=[CH:36][CH:35]=1. The yield is 0.170. (3) The reactants are [NH:1]([C:10]([O:12][CH2:13][CH2:14][C:15]1[S:16][C:17]([CH2:20][CH2:21][C:22]2[CH:27]=[CH:26][C:25]([N:28]3[CH2:33][CH2:32][N:31]([C:34](=[O:36])[CH3:35])[CH2:30][CH2:29]3)=[CH:24][N:23]=2)=[CH:18][CH:19]=1)=[O:11])[NH:2]C(OC(C)(C)C)=O.O1CCOCC1.Cl.Cl. The catalyst is CC(O)C.C(O)C. The product is [NH:1]([C:10]([O:12][CH2:13][CH2:14][C:15]1[S:16][C:17]([CH2:20][CH2:21][C:22]2[CH:27]=[CH:26][C:25]([N:28]3[CH2:29][CH2:30][N:31]([C:34](=[O:36])[CH3:35])[CH2:32][CH2:33]3)=[CH:24][N:23]=2)=[CH:18][CH:19]=1)=[O:11])[NH2:2]. The yield is 0.861. (4) The yield is 0.400. The product is [CH2:15]([O:14][C:12]([C:9]1[C:10]([CH3:11])=[C:6]2[C:4](=[O:5])[C:32]([C:33]#[N:34])=[CH:31][NH:17][N:7]2[CH:8]=1)=[O:13])[CH3:16]. The catalyst is C1(C)C=CC=CC=1. The reactants are C(O[C:4]([C:6]1[N:7]([NH2:17])[CH:8]=[C:9]([C:12]([O:14][CH2:15][CH3:16])=[O:13])[C:10]=1[CH3:11])=[O:5])C.S(O)(C1C=CC(C)=CC=1)(=O)=O.O.C1CCN2[C:33](=[N:34]CCC2)[CH2:32][CH2:31]1.[NH4+].[Cl-].